This data is from Full USPTO retrosynthesis dataset with 1.9M reactions from patents (1976-2016). The task is: Predict the reactants needed to synthesize the given product. (1) Given the product [CH2:32]([N:36]([CH2:37][CH2:38][CH2:39][CH3:40])[C:11](=[O:12])[CH2:10][N:9]1[C:8]2[CH:14]=[C:15]([O:18][CH3:19])[CH:16]=[CH:17][C:7]=2[N:6]=[C:5]1[C:3](=[O:4])[C:2]([CH3:20])([CH3:21])[CH3:1])[CH2:33][CH2:34][CH3:35], predict the reactants needed to synthesize it. The reactants are: [CH3:1][C:2]([CH3:21])([CH3:20])[C:3]([C:5]1[N:9]([CH2:10][C:11](O)=[O:12])[C:8]2[CH:14]=[C:15]([O:18][CH3:19])[CH:16]=[CH:17][C:7]=2[N:6]=1)=[O:4].C1C=CC2N(O)N=NC=2C=1.[CH2:32]([NH:36][CH2:37][CH2:38][CH2:39][CH3:40])[CH2:33][CH2:34][CH3:35].CCN(C(C)C)C(C)C. (2) The reactants are: [C:1]1([C:35]2[CH:40]=[CH:39][CH:38]=[CH:37][CH:36]=2)[CH:6]=[CH:5][C:4]([C@@:7]23[CH2:25][N:18]([C@H:19]([C:21]([O:23]C)=[O:22])[CH2:20]2)[C:17](=[O:26])[C@@H:16]([NH:27][C:28]([O:30][C:31]([CH3:34])([CH3:33])[CH3:32])=[O:29])[CH2:15][CH2:14][CH2:13][CH2:12][CH:11]=[CH:10][CH2:9][S:8]3)=[CH:3][CH:2]=1.O.[OH-].[Li+]. Given the product [C:1]1([C:35]2[CH:36]=[CH:37][CH:38]=[CH:39][CH:40]=2)[CH:6]=[CH:5][C:4]([C@@:7]23[CH2:25][N:18]([C@H:19]([C:21]([OH:23])=[O:22])[CH2:20]2)[C:17](=[O:26])[C@@H:16]([NH:27][C:28]([O:30][C:31]([CH3:34])([CH3:32])[CH3:33])=[O:29])[CH2:15][CH2:14][CH2:13][CH2:12][CH:11]=[CH:10][CH2:9][S:8]3)=[CH:3][CH:2]=1, predict the reactants needed to synthesize it. (3) Given the product [C:8]([C:7]1[C:2]([CH3:1])=[N:3][C:4]2[N:5]([N:15]=[CH:16][N:17]=2)[C:6]=1[NH2:14])#[CH:9], predict the reactants needed to synthesize it. The reactants are: [CH3:1][C:2]1[C:7]([C:8]#[C:9][Si](C)(C)C)=[C:6]([NH2:14])[N:5]2[N:15]=[CH:16][N:17]=[C:4]2[N:3]=1.C(=O)([O-])[O-].[K+].[K+].Cl. (4) Given the product [C:1]([O:5][C:6](=[O:14])[NH:7][CH:8]1[CH2:13][CH2:12][N:11]([CH:16]([CH3:18])[CH3:15])[CH2:10][CH2:9]1)([CH3:4])([CH3:2])[CH3:3], predict the reactants needed to synthesize it. The reactants are: [C:1]([O:5][C:6](=[O:14])[NH:7][CH:8]1[CH2:13][CH2:12][NH:11][CH2:10][CH2:9]1)([CH3:4])([CH3:3])[CH3:2].[CH3:15][C:16]([CH3:18])=O.C(O)(=O)C.[BH3-]C#N.[Na+]. (5) Given the product [CH3:1][O:2][C:3]1[CH:4]=[C:5]([C:15]2[N:19]3[CH2:20][CH2:21][CH2:22][C:23]([C:3]([OH:2])([CH3:4])[CH3:8])([O:29][C:30]4[CH:35]=[C:34]([F:36])[C:33]([F:37])=[C:32]([F:38])[CH:31]=4)[C:18]3=[N:17][N:16]=2)[CH:6]=[CH:7][C:8]=1[C:9]1[O:13][C:12]([CH3:14])=[N:11][CH:10]=1, predict the reactants needed to synthesize it. The reactants are: [CH3:1][O:2][C:3]1[CH:4]=[C:5]([C:15]2[N:19]3[CH2:20][CH2:21][CH2:22][C:23]([O:29][C:30]4[CH:35]=[C:34]([F:36])[C:33]([F:37])=[C:32]([F:38])[CH:31]=4)(C(OCC)=O)[C:18]3=[N:17][N:16]=2)[CH:6]=[CH:7][C:8]=1[C:9]1[O:13][C:12]([CH3:14])=[N:11][CH:10]=1.C[Mg]Br. (6) Given the product [CH3:27][N:28]1[CH:32]=[CH:31][C:30]([S:33]([N:21]2[CH2:20][CH2:19][C:16]3([C:15](=[O:24])[N:14]([C:11]4[CH:12]=[CH:13][C:8]([O:7][C:6]([F:5])([F:25])[F:26])=[CH:9][CH:10]=4)[CH2:18][CH2:17]3)[CH2:23][CH2:22]2)(=[O:35])=[O:34])=[N:29]1, predict the reactants needed to synthesize it. The reactants are: C(O)(=O)C.[F:5][C:6]([F:26])([F:25])[O:7][C:8]1[CH:13]=[CH:12][C:11]([N:14]2[CH2:18][CH2:17][C:16]3([CH2:23][CH2:22][NH:21][CH2:20][CH2:19]3)[C:15]2=[O:24])=[CH:10][CH:9]=1.[CH3:27][N:28]1[CH:32]=[CH:31][C:30]([S:33](Cl)(=[O:35])=[O:34])=[N:29]1.